The task is: Predict which catalyst facilitates the given reaction.. This data is from Catalyst prediction with 721,799 reactions and 888 catalyst types from USPTO. (1) Reactant: [CH:1]([C:3]1[CH:4]=[CH:5][C:6]([OH:12])=[C:7]([CH:11]=1)[C:8]([OH:10])=[O:9])=[O:2].S(=O)(=O)(O)O.[CH2:18](OCC)C.O. Product: [CH3:18][O:9][C:8](=[O:10])[C:7]1[CH:11]=[C:3]([CH:1]=[O:2])[CH:4]=[CH:5][C:6]=1[OH:12]. The catalyst class is: 5. (2) The catalyst class is: 87. Product: [C:4]([O:8][C:9]([NH:11][C@H:12]1[CH2:16][CH2:15][N:14]([C:17]2[CH:18]=[CH:19][C:20]([C:21]([OH:23])=[O:22])=[CH:25][CH:26]=2)[CH2:13]1)=[O:10])([CH3:7])([CH3:5])[CH3:6]. Reactant: O[Li].O.[C:4]([O:8][C:9]([NH:11][C@H:12]1[CH2:16][CH2:15][N:14]([C:17]2[CH:26]=[CH:25][C:20]([C:21]([O:23]C)=[O:22])=[CH:19][CH:18]=2)[CH2:13]1)=[O:10])([CH3:7])([CH3:6])[CH3:5].Cl. (3) Reactant: [Cl:1][CH2:2][CH2:3][O:4][C:5]1[CH:10]=[CH:9][CH:8]=[C:7]([CH2:11][S:12]([C:15]2[C:24]3[C:19](=[CH:20][CH:21]=[CH:22][CH:23]=3)[CH:18]=[CH:17][CH:16]=2)(=[O:14])=[O:13])[C:6]=1[NH2:25].Cl.[N:27]([O-])=O.[Na+].C(=O)(O)[O-].[Na+]. Product: [Cl:1][CH2:2][CH2:3][O:4][C:5]1[CH:10]=[CH:9][CH:8]=[C:7]2[C:6]=1[NH:25][N:27]=[C:11]2[S:12]([C:15]1[C:24]2[C:19](=[CH:20][CH:21]=[CH:22][CH:23]=2)[CH:18]=[CH:17][CH:16]=1)(=[O:14])=[O:13]. The catalyst class is: 20.